This data is from Reaction yield outcomes from USPTO patents with 853,638 reactions. The task is: Predict the reaction yield, written as a fraction of the theoretical maximum amount of product (1.0 means a 100% yield; for example, 0.34 means a 34% yield). (1) The reactants are [NH2:1][CH2:2][CH2:3][CH2:4][CH2:5][NH2:6].C(N(CC)C(C)C)(C)C.C(O[C:19]([C:21]1[N:26]2[C:27]([C:30](=[O:35])C(Cl)(Cl)Cl)=[CH:28][N:29]=[C:25]2[CH:24]=[CH:23][CH:22]=1)=[O:20])C.[C:36](O[C:36]([O:38][C:39]([CH3:42])([CH3:41])[CH3:40])=[O:37])([O:38][C:39]([CH3:42])([CH3:41])[CH3:40])=[O:37]. The catalyst is C(#N)C. The product is [C:39]([O:38][C:36]([NH:1][CH2:2][CH2:3][CH2:4][CH2:5][N:6]1[C:19](=[O:20])[C:21]2[N:26]3[C:27](=[CH:28][N:29]=[C:25]3[CH:24]=[CH:23][CH:22]=2)[C:30]1=[O:35])=[O:37])([CH3:42])([CH3:41])[CH3:40]. The yield is 0.783. (2) The reactants are C1C=C(Cl)C=C(C(OO)=[O:9])C=1.[CH2:12]([N:16]([C:29]1[CH:34]=[CH:33][CH:32]=[CH:31][CH:30]=1)[S:17]([C:20]1[CH:25]=[CH:24][CH:23]=[CH:22][C:21]=1[N+:26]([O-:28])=[O:27])(=[O:19])=[O:18])[CH2:13][CH:14]=[CH2:15]. The catalyst is C(Cl)(Cl)Cl.O.C([O-])(O)=O.[Na+]. The product is [N+:26]([C:21]1[CH:22]=[CH:23][CH:24]=[CH:25][C:20]=1[S:17]([N:16]([CH2:12][CH2:13][CH:14]1[CH2:15][O:9]1)[C:29]1[CH:34]=[CH:33][CH:32]=[CH:31][CH:30]=1)(=[O:19])=[O:18])([O-:28])=[O:27]. The yield is 0.969. (3) The reactants are [CH3:1][O:2][C:3]1[CH:8]=[CH:7][C:6]([N:9]2[CH2:14][CH2:13][O:12][CH2:11][CH2:10]2)=[CH:5][C:4]=1[N+:15]([O-])=O.CO. The catalyst is ClCCl.[Pd]. The product is [CH3:1][O:2][C:3]1[CH:8]=[CH:7][C:6]([N:9]2[CH2:10][CH2:11][O:12][CH2:13][CH2:14]2)=[CH:5][C:4]=1[NH2:15]. The yield is 0.880. (4) The reactants are [NH2:1][C:2]1[CH:3]=[C:4]([CH:19]=[CH:20][CH:21]=1)[O:5][C:6]1[C:15]2[C:10](=[CH:11][C:12]([OH:18])=[C:13]([O:16][CH3:17])[CH:14]=2)[N:9]=[CH:8][N:7]=1.[F:22][C:23]([C:26]1[CH:30]=[C:29]([NH:31][C:32](=O)[O:33]C2C=CC(Cl)=CC=2)[O:28][N:27]=1)([CH3:25])[CH3:24]. The catalyst is CN(C=O)C. The product is [F:22][C:23]([C:26]1[CH:30]=[C:29]([NH:31][C:32]([NH:1][C:2]2[CH:21]=[CH:20][CH:19]=[C:4]([O:5][C:6]3[C:15]4[C:10](=[CH:11][C:12]([OH:18])=[C:13]([O:16][CH3:17])[CH:14]=4)[N:9]=[CH:8][N:7]=3)[CH:3]=2)=[O:33])[O:28][N:27]=1)([CH3:24])[CH3:25]. The yield is 0.130.